From a dataset of Catalyst prediction with 721,799 reactions and 888 catalyst types from USPTO. Predict which catalyst facilitates the given reaction. (1) Reactant: [F:1][C:2]([F:33])([C:18]1[N:22]2[CH:23]=[C:24]([C:27]3[CH:28]=[N:29][N:30]([CH3:32])[CH:31]=3)[CH:25]=[CH:26][C:21]2=[N:20][N:19]=1)[C:3]1[CH:4]=[CH:5][C:6]2[N:7]([CH:9]=[C:10]([NH:12][C:13]([CH:15]3[CH2:17][CH2:16]3)=[O:14])[N:11]=2)[N:8]=1.[ClH:34].CO.Cl.CO. Product: [ClH:34].[F:33][C:2]([F:1])([C:18]1[N:22]2[CH:23]=[C:24]([C:27]3[CH:28]=[N:29][N:30]([CH3:32])[CH:31]=3)[CH:25]=[CH:26][C:21]2=[N:20][N:19]=1)[C:3]1[CH:4]=[CH:5][C:6]2[N:7]([CH:9]=[C:10]([NH:12][C:13]([CH:15]3[CH2:16][CH2:17]3)=[O:14])[N:11]=2)[N:8]=1. The catalyst class is: 2. (2) Reactant: [Cl:1][C:2]1[N:7]=[C:6]([CH2:8][O:9][C:10]2[CH:11]=[C:12]([O:30][C:31]3[CH:36]=[CH:35][C:34]([S:37]([CH3:40])(=[O:39])=[O:38])=[CH:33][CH:32]=3)[CH:13]=[C:14]3[C:18]=2[NH:17][C:16]([C:19]2[S:20][CH:21]([CH2:24][C:25](OCC)=[O:26])[CH2:22][N:23]=2)=[CH:15]3)[CH:5]=[CH:4][CH:3]=1.[BH4-].[Li+].Cl.C(OCC)(=O)C. Product: [Cl:1][C:2]1[N:7]=[C:6]([CH2:8][O:9][C:10]2[CH:11]=[C:12]([O:30][C:31]3[CH:32]=[CH:33][C:34]([S:37]([CH3:40])(=[O:39])=[O:38])=[CH:35][CH:36]=3)[CH:13]=[C:14]3[C:18]=2[NH:17][C:16]([C:19]2[S:20][CH:21]([CH2:24][CH2:25][OH:26])[CH2:22][N:23]=2)=[CH:15]3)[CH:5]=[CH:4][CH:3]=1. The catalyst class is: 188.